This data is from NCI-60 drug combinations with 297,098 pairs across 59 cell lines. The task is: Regression. Given two drug SMILES strings and cell line genomic features, predict the synergy score measuring deviation from expected non-interaction effect. (1) Drug 1: C1=CC(=CC=C1CCC2=CNC3=C2C(=O)NC(=N3)N)C(=O)NC(CCC(=O)O)C(=O)O. Drug 2: CC1=CC=C(C=C1)C2=CC(=NN2C3=CC=C(C=C3)S(=O)(=O)N)C(F)(F)F. Cell line: BT-549. Synergy scores: CSS=11.0, Synergy_ZIP=-4.12, Synergy_Bliss=-1.50, Synergy_Loewe=-9.42, Synergy_HSA=-1.08. (2) Drug 1: C1CCN(CC1)CCOC2=CC=C(C=C2)C(=O)C3=C(SC4=C3C=CC(=C4)O)C5=CC=C(C=C5)O. Drug 2: C#CCC(CC1=CN=C2C(=N1)C(=NC(=N2)N)N)C3=CC=C(C=C3)C(=O)NC(CCC(=O)O)C(=O)O. Cell line: HOP-62. Synergy scores: CSS=1.91, Synergy_ZIP=0.120, Synergy_Bliss=-0.512, Synergy_Loewe=1.53, Synergy_HSA=-2.04. (3) Drug 1: CCCCC(=O)OCC(=O)C1(CC(C2=C(C1)C(=C3C(=C2O)C(=O)C4=C(C3=O)C=CC=C4OC)O)OC5CC(C(C(O5)C)O)NC(=O)C(F)(F)F)O. Drug 2: C1CN(P(=O)(OC1)NCCCl)CCCl. Cell line: UO-31. Synergy scores: CSS=28.6, Synergy_ZIP=-2.25, Synergy_Bliss=1.55, Synergy_Loewe=-30.7, Synergy_HSA=1.56. (4) Drug 2: CCN(CC)CCCC(C)NC1=C2C=C(C=CC2=NC3=C1C=CC(=C3)Cl)OC. Cell line: COLO 205. Drug 1: CC1C(C(CC(O1)OC2CC(CC3=C2C(=C4C(=C3O)C(=O)C5=C(C4=O)C(=CC=C5)OC)O)(C(=O)C)O)N)O.Cl. Synergy scores: CSS=54.4, Synergy_ZIP=2.93, Synergy_Bliss=-1.51, Synergy_Loewe=-14.5, Synergy_HSA=-0.306. (5) Drug 1: CC(C)(C#N)C1=CC(=CC(=C1)CN2C=NC=N2)C(C)(C)C#N. Drug 2: COC1=C2C(=CC3=C1OC=C3)C=CC(=O)O2. Cell line: COLO 205. Synergy scores: CSS=-3.85, Synergy_ZIP=4.52, Synergy_Bliss=6.24, Synergy_Loewe=-1.02, Synergy_HSA=-2.05. (6) Drug 1: C1CCC(CC1)NC(=O)N(CCCl)N=O. Drug 2: CC(C)(C#N)C1=CC(=CC(=C1)CN2C=NC=N2)C(C)(C)C#N. Cell line: PC-3. Synergy scores: CSS=8.77, Synergy_ZIP=-2.92, Synergy_Bliss=3.23, Synergy_Loewe=2.62, Synergy_HSA=2.43. (7) Drug 1: CC1=C(C=C(C=C1)C(=O)NC2=CC(=CC(=C2)C(F)(F)F)N3C=C(N=C3)C)NC4=NC=CC(=N4)C5=CN=CC=C5. Drug 2: C(CC(=O)O)C(=O)CN.Cl. Cell line: T-47D. Synergy scores: CSS=8.72, Synergy_ZIP=-1.99, Synergy_Bliss=1.04, Synergy_Loewe=1.91, Synergy_HSA=0.549. (8) Drug 1: C1=CC(=CC=C1CCC2=CNC3=C2C(=O)NC(=N3)N)C(=O)NC(CCC(=O)O)C(=O)O. Drug 2: CC1=C(C(=O)C2=C(C1=O)N3CC4C(C3(C2COC(=O)N)OC)N4)N. Cell line: SK-MEL-28. Synergy scores: CSS=31.9, Synergy_ZIP=-4.20, Synergy_Bliss=3.98, Synergy_Loewe=7.23, Synergy_HSA=7.94. (9) Drug 1: CC12CCC3C(C1CCC2=O)CC(=C)C4=CC(=O)C=CC34C. Drug 2: CC1CCCC2(C(O2)CC(NC(=O)CC(C(C(=O)C(C1O)C)(C)C)O)C(=CC3=CSC(=N3)C)C)C. Cell line: IGROV1. Synergy scores: CSS=13.6, Synergy_ZIP=-0.719, Synergy_Bliss=-0.280, Synergy_Loewe=-1.50, Synergy_HSA=-0.986. (10) Drug 1: C1C(C(OC1N2C=C(C(=O)NC2=O)F)CO)O. Drug 2: CC1C(C(CC(O1)OC2CC(CC3=C2C(=C4C(=C3O)C(=O)C5=C(C4=O)C(=CC=C5)OC)O)(C(=O)CO)O)N)O.Cl. Cell line: HCT-15. Synergy scores: CSS=21.5, Synergy_ZIP=-9.28, Synergy_Bliss=-4.51, Synergy_Loewe=-9.81, Synergy_HSA=-2.50.